Dataset: Reaction yield outcomes from USPTO patents with 853,638 reactions. Task: Predict the reaction yield, written as a fraction of the theoretical maximum amount of product (1.0 means a 100% yield; for example, 0.34 means a 34% yield). (1) The catalyst is ClCCl. The yield is 0.810. The reactants are [CH2:1]([NH:4][C@@H:5]([CH2:9][OH:10])[CH2:6][CH2:7][CH3:8])[CH2:2][CH3:3].CN1CCOCC1.[S:18](Cl)(Cl)=[O:19].O. The product is [CH2:1]([N:4]1[CH:5]([CH2:6][CH2:7][CH3:8])[CH2:9][O:10][S@:18]1=[O:19])[CH2:2][CH3:3]. (2) The reactants are [CH2:1]([O:8][CH2:9][C:10]([OH:12])=O)[C:2]1[CH:7]=[CH:6][CH:5]=[CH:4][CH:3]=1.P(Cl)(OCC)(OCC)=O.C(N(CC)CC)C.[NH2:29][C:30]1[CH:31]=[C:32]2[C:36](=[CH:37][C:38]=1[Br:39])[C:35](=[O:40])[CH2:34][CH2:33]2. The catalyst is CO.O.ClCCl. The product is [CH2:1]([O:8][CH2:9][C:10]([NH:29][C:30]1[CH:31]=[C:32]2[C:36](=[CH:37][C:38]=1[Br:39])[C:35](=[O:40])[CH2:34][CH2:33]2)=[O:12])[C:2]1[CH:3]=[CH:4][CH:5]=[CH:6][CH:7]=1. The yield is 0.590.